Dataset: Forward reaction prediction with 1.9M reactions from USPTO patents (1976-2016). Task: Predict the product of the given reaction. (1) Given the reactants [NH:1]1[CH2:6][CH2:5][NH:4][CH2:3][CH2:2]1.[OH-].[Na+].[O:9](C(OC(C)(C)C)=O)[C:10]([O:12][C:13]([CH3:16])([CH3:15])[CH3:14])=O, predict the reaction product. The product is: [C:10]([N:1]1[CH2:6][CH2:5][NH:4][CH2:3][CH2:2]1)([O:12][C:13]([CH3:16])([CH3:15])[CH3:14])=[O:9]. (2) Given the reactants Cl.[CH3:2][N:3]1[C:7](=[O:8])[CH2:6][C:5]([CH2:9][CH2:10][NH:11]C(=O)OC(C)(C)C)=[N:4]1, predict the reaction product. The product is: [NH2:11][CH2:10][CH2:9][C:5]1[CH2:6][C:7](=[O:8])[N:3]([CH3:2])[N:4]=1.